From a dataset of Forward reaction prediction with 1.9M reactions from USPTO patents (1976-2016). Predict the product of the given reaction. Given the reactants [O:1]1[C:5]2[CH:6]=[CH:7][C:8]([C:10]3[C:11]([C:19]4[CH:24]=[CH:23][CH:22]=[C:21]([CH3:25])[N:20]=4)=[N:12][N:13]([CH2:15][CH2:16][C:17]#[N:18])[CH:14]=3)=[CH:9][C:4]=2[O:3][CH2:2]1.N.[H][H], predict the reaction product. The product is: [O:1]1[C:5]2[CH:6]=[CH:7][C:8]([C:10]3[C:11]([C:19]4[CH:24]=[CH:23][CH:22]=[C:21]([CH3:25])[N:20]=4)=[N:12][N:13]([CH2:15][CH2:16][CH2:17][NH2:18])[CH:14]=3)=[CH:9][C:4]=2[O:3][CH2:2]1.